From a dataset of CYP3A4 inhibition data for predicting drug metabolism from PubChem BioAssay. Regression/Classification. Given a drug SMILES string, predict its absorption, distribution, metabolism, or excretion properties. Task type varies by dataset: regression for continuous measurements (e.g., permeability, clearance, half-life) or binary classification for categorical outcomes (e.g., BBB penetration, CYP inhibition). Dataset: cyp3a4_veith. (1) The drug is Cc1cnc(CNc2ncncc2-c2ccoc2)cn1. The result is 1 (inhibitor). (2) The molecule is Cc1sc2c(c1C)c(=O)n(-c1ccccc1)c1nnc(C)n21. The result is 0 (non-inhibitor).